From a dataset of Human Reference Interactome with 51,813 positive PPI pairs across 8,248 proteins, plus equal number of experimentally-validated negative pairs. Binary Classification. Given two protein amino acid sequences, predict whether they physically interact or not. (1) Protein 1 (ENSG00000115310) has sequence MEDLDQSPLVSSSDSPPRPQPAFKYQFVREPEDEEEEEEEEEEDEDEDLEELEVLERKPAAGLSAAPVPTAPAAGAPLMDFGNDFVPPAPRGPLPAAPPVAPERQPSWDPSPVSSTVPAPSPLSAAAVSPSKLPEDDEPPARPPPPPPASVSPQAEPVWTPPAPAPAAPPSTPAAPKRRGSSGSVVVDLLYWRDIKKTGVVFGASLFLLLSLTVFSIVSVTAYIALALLSVTISFRIYKGVIQAIQKSDEGHPFRAYLESEVAISEELVQKYSNSALGHVNCTIKELRRLFLVDDLVDSL.... Protein 2 (ENSG00000103479) has sequence MPSGGDQSPPPPPPPPAAAASDEEEEDDGEAEDAAPPAESPTPQIQQRFDELCSRLNMDEAARAEAWDSYRSMSESYTLEGNDLHWLACALYVACRKSVPTVSKGTVEGNYVSLTRILKCSEQSLIEFFNKMKKWEDMANLPPHFRERTERLERNFTVSAVIFKKYEPIFQDIFKYPQEEQPRQQRGRKQRRQPCTVSEIFHFCWVLFIYAKGNFPMISDDLVNSYHLLLCALDLVYGNALQCSNRKELVNPNFKGLSEDFHAKDSKPSSDPPCIIEKLCSLHDGLVLEAKGIKEHFWKP.... Result: 0 (the proteins do not interact). (2) Result: 1 (the proteins interact). Protein 1 (ENSG00000100348) has sequence MAQRLLLRRFLASVISRKPSQGQWPPLTSRALQTPQCSPGGLTVTPNPARTIYTTRISLTTFNIQDGPDFQDRVVNSETPVVVDFHAQWCGPCKILGPRLEKMVAKQHGKVVMAKVDIDDHTDLAIEYEVSAVPTVLAMKNGDVVDKFVGIKDEDQLEAFLKKLIG*MAQRLLLRRFLASVISRKPSQGQWPPLTSRALQTPQCSPGGLTVTPNPARTIYTTRISLTTFNIQDGPDFQDRVVNSETPVVVDFHAQWCGPCKILGPRLEKMVAKQHGKVVMAKVDIDDHTDLAIEYEAGSL.... Protein 2 (ENSG00000162735) has sequence MAAAEEGCSVGAEADRELEELLESALDDFDKAKPSPAPPSTTTAPDASGPQKRSPGDTAKDALFASQEKFFQELFDSELASQATAEFEKAMKELAEEEPHLVEQFQKLSEAAGRVGSDMTSQQEFTSCLKETLSGLAKNATDLQNSSMSEEELTKAMEGLGMDEGDGEGNILPIMQSIMQNLLSKDVLYPSLKEITEKYPEWLQSHRESLPPEQFEKYQEQHSVMCKICEQFEAETPTDSETTQKARFEMVLDLMQQLQDLGHPPKELAGEMPPGLNFDLDALNLSGPPGASGEQCLIM*.... (3) Protein 1 (ENSG00000139154) has sequence MAAAITDMADLEELSRLSPLPPGSPGSAARGRAEPPEEEEEEEEEEEEAEAEAVAALLLNGGSGGGGGGGGGGVGGGEAETMSEPSPESASQAGEDEDEEEDDEEEEDESSSSGGGEEESSAESLVGSSGGSSSDETRSLSPGAASSSSGDGDGKEGLEEPKGPRGSQGGGGGGSSSSSVVSSGGDEGYGTGGGGSSATSGGRRGSLEMSSDGEPLSRMDSEDSISSTIMDVDSTISSGRSTPAMMNGQGSTTSSSKNIAYNCCWDQCQACFNSSPDLADHIRSIHVDGQRGGVFVCLWK.... Result: 0 (the proteins do not interact). Protein 2 (ENSG00000116809) has sequence MDFPQHSQHVLEQLNQQRQLGLLCDCTFVVDGVHFKAHKAVLAACSEYFKMLFVDQKDVVHLDISNAAGLGQVLEFMYTAKLSLSPENVDDVLAVATFLQMQDIITACHALKSLAEPATSPGGNAEALATEGGDKRAKEEKVATSTLSRLEQAGRSTPIGPSRDLKEERGGQAQSAASGAEQTEKADAPREPPPVELKPDPTSGMAAAEAEAALSESSEQEMEVEPARKGEEEQKEQEEQEEEGAGPAEVKEEGSQLENGEAPEENENEESAGTDSGQELGSEARGLRSGTYGDRTESKA.... (4) Protein 1 (ENSG00000117362) has sequence MGAAVFFGCTFVAFGPAFALFLITVAGDPLRVIILVAGKADEGLASLSEDGRSPISIRQMAYVSGLSFGIISGVFSVINILADALGPGVVGIHGDSPYYFLTSAFLTAAIILLHTFWGVVFFDACERRRYWALGLVVGSHLLTSGLTFLNMGAAVFFGCTFVAFGPAFALFLITVAGDPLRVIILVAGAFFWLVSLLLASVVWFILVHVTDRSDARLQYGLLIFGAAVSVLLQEVFRFAYYKLLKKADEGLASLSEDGRSPISIRQMAYVSGLSFGIISGVFSVINILADALGPGVVGIH.... Protein 2 (ENSG00000141505) has sequence MTKEYQDLQHLDNEESDHHQLRKGPPPPQPLLQRLCSGPRLLLLSLGLSLLLLVVVCVIGSQNSQLQEELRGLRETFSNFTASTEAQVKGLSTQGGNVGRKMKSLESQLEKQQKDLSEDHSSLLLHVKQFVSDLRSLSCQMAALQGNGSERTCCPVNWVEHERSCYWFSRSGKAWADADNYCRLEDAHLVVVTSWEEQKFVQHHIGPVNTWMGLHDQNGPWKWVDGTDYETGFKNWRPEQPDDWYGHGLGGGEDCAHFTDDGRWNDDVCQRPYRWVCETELDKASQEPPLL*MKSLESQL.... Result: 1 (the proteins interact). (5) Protein 1 (ENSG00000184185) has sequence MTAASRANPYSIVSSEEDGLHLVTMSGANGFGNGKVHTRRRCRNRFVKKNGQCNIEFANMDEKSQRYLADMFTTCVDIRWRYMLLIFSLAFLASWLLFGIIFWVIAVAHGDLEPAEGRGRTPCVMQVHGFMAAFLFSIETQTTIGYGLRCVTEECPVAVFMVVAQSIVGCIIDSFMIGAIMAKMARPKKRAQTLLFSHNAVVALRDGKLCLMWRVGNLRKSHIVEAHVRAQLIKPRVTEEGEYIPLDQIDIDVGFDKGLDRIFLVSPITILHEIDEASPLFGISRQDLETDDFEIVVILE.... Protein 2 (ENSG00000106484) has sequence MVRRDRLRRMREWWVQVGLLAVPLLAAYLHIPPPQLSPALHSWKSSGKFFTYKGLRIFYQDSVGVVGSPEIVVLLHGFPTSSYDWYKIWEGLTLRFHRVIALDFLGFGFSDKPRPHHYSIFEQASIVEALLRHLGLQNRRINLLSHDYGDIVAQELLYRYKQNRSGRLTIKSLCLSNGGIFPETHRPLLLQKLLKDGGVLSPILTRLMNFFVFSRGLTPVFGPYTRPSESELWDMWAGIRNNDGNLVIDSLLQYINQRKKFRRRWVGALASVTIPIHFIYGPLDPVNPYPEFLELYRKTL.... Result: 0 (the proteins do not interact). (6) Protein 1 (ENSG00000162148) has sequence MPGGYALSQPVSCMEATPNPMESLRHLHPHVGRTLTSADPFYQNTPHSSRCVAHS*MMGKLPLGVVSPYVKMSSGGYTDPLKFYATSYCTAYGREDFKPRVGSHVGTGYKSNFQPVVSCQASLEALDNPARGEQAQDHFQSVASQSYRPLEVPDGKHPLPWSMRQTSSGYGREKPSAGPPTKEVRKVHFDTQEHGPQAITGLEPREVPLLHQQQGQDPLERENFRHGPRFMTSEYNSKYLRDPLDQPDFLQKKSIGAKEGSGFTKQSHQSPIVFQPPSQALPGDPALLPGQSVTKSDFLP.... Protein 2 (ENSG00000178038) has sequence MCNPEEAALLRLEEVFSATLAHVNSLVLQPLLPAAPDPSDPWGRECLRLLQQLHKSSQQLWEVTEESLHSLQERLRYPDSTGLESLLLLRGADRVLQAHIEYIESYTSCMVVQAFQKAAKRRSEYWRGQRKALRQLLSGVSSEGSVGASLGQALHQPLAHHVQQYVLLLLSLGDTIGEHHPTRELVVNAVTLFGNLQSFMKQELDQAVATQALWHTLRGRLRDVLCTPAHRLLQDSQDVPVTVAPLRAERVLLFDDALVLLQGHNVHTFDLKLVWVDPGQDGCTFHLLTPEEEFSFCAKD.... Result: 1 (the proteins interact).